From a dataset of Full USPTO retrosynthesis dataset with 1.9M reactions from patents (1976-2016). Predict the reactants needed to synthesize the given product. (1) Given the product [C:34]1([C:13]2[C:12]3[C:7]([C:50]4[CH:51]=[N:52][NH:53][CH:54]=4)=[N:8][CH:9]=[CH:10][C:11]=3[O:15][C:14]=2[C:16]2[CH:17]=[CH:18][C:19]([C:22]3([NH:26][C:27](=[O:28])[O:29][C:30]([CH3:33])([CH3:32])[CH3:31])[CH2:23][CH2:24][CH2:25]3)=[CH:20][CH:21]=2)[CH:39]=[CH:38][CH:37]=[CH:36][CH:35]=1, predict the reactants needed to synthesize it. The reactants are: FC(F)(F)S(O[C:7]1[C:12]2[C:13]([C:34]3[CH:39]=[CH:38][CH:37]=[CH:36][CH:35]=3)=[C:14]([C:16]3[CH:21]=[CH:20][C:19]([C:22]4([NH:26][C:27]([O:29][C:30]([CH3:33])([CH3:32])[CH3:31])=[O:28])[CH2:25][CH2:24][CH2:23]4)=[CH:18][CH:17]=3)[O:15][C:11]=2[CH:10]=[CH:9][N:8]=1)(=O)=O.CC1(C)C(C)(C)OB([C:50]2[CH:51]=[N:52][NH:53][CH:54]=2)O1.C(=O)([O-])[O-].[Na+].[Na+]. (2) The reactants are: [C:1]([C:3]1[C:22](=[O:23])[C@@H:21]([CH3:24])[C@@H:6]2[CH2:7][CH2:8][C:9]3[CH:10]=[N:11][C:12]([C:15]4[CH:20]=[CH:19][CH:18]=[CH:17][CH:16]=4)=[N:13][C:14]=3[C@@:5]2([C:25]2[CH:26]=[C:27]([CH:32]=[CH:33][CH:34]=2)[C:28]([O:30]C)=[O:29])[CH:4]=1)#[N:2].O.O.[OH-].[Li+].Cl. Given the product [C:1]([C:3]1[C:22](=[O:23])[C@@H:21]([CH3:24])[C@@H:6]2[CH2:7][CH2:8][C:9]3[CH:10]=[N:11][C:12]([C:15]4[CH:16]=[CH:17][CH:18]=[CH:19][CH:20]=4)=[N:13][C:14]=3[C@@:5]2([C:25]2[CH:26]=[C:27]([CH:32]=[CH:33][CH:34]=2)[C:28]([OH:30])=[O:29])[CH:4]=1)#[N:2], predict the reactants needed to synthesize it. (3) The reactants are: [Cl:1][C:2]1[N:7]=[C:6](Cl)[C:5]([Cl:9])=[CH:4][N:3]=1.[CH3:10][NH:11][CH:12]1[CH2:16][CH2:15][C:14]2([CH2:21][CH2:20][CH2:19][N:18]([C:22]([O:24][C:25]([CH3:28])([CH3:27])[CH3:26])=[O:23])[CH2:17]2)[CH2:13]1.CCN(CC)CC. Given the product [Cl:1][C:2]1[N:7]=[C:6]([N:11]([CH3:10])[CH:12]2[CH2:16][CH2:15][C:14]3([CH2:21][CH2:20][CH2:19][N:18]([C:22]([O:24][C:25]([CH3:27])([CH3:26])[CH3:28])=[O:23])[CH2:17]3)[CH2:13]2)[C:5]([Cl:9])=[CH:4][N:3]=1, predict the reactants needed to synthesize it.